Dataset: Full USPTO retrosynthesis dataset with 1.9M reactions from patents (1976-2016). Task: Predict the reactants needed to synthesize the given product. Given the product [F:35][C:26]1([F:25])[CH2:31][O:30][CH:29]([C:32]2[O:34][N:46]=[C:47]([C:49]3[CH:50]=[CH:51][C:52]([CH3:67])=[C:53]([NH:55][C:56]([C:58]4[N:62]5[CH:63]=[CH:64][CH:65]=[CH:66][C:61]5=[N:60][CH:59]=4)=[O:57])[CH:54]=3)[N:48]=2)[CH2:28][CH2:27]1, predict the reactants needed to synthesize it. The reactants are: CN(C(ON1N=NC2C=CC=NC1=2)=[N+](C)C)C.F[P-](F)(F)(F)(F)F.[F:25][C:26]1([F:35])[CH2:31][O:30][CH:29]([C:32]([OH:34])=O)[CH2:28][CH2:27]1.CCN(C(C)C)C(C)C.O[N:46]=[C:47]([C:49]1[CH:50]=[CH:51][C:52]([CH3:67])=[C:53]([NH:55][C:56]([C:58]2[N:62]3[CH:63]=[CH:64][CH:65]=[CH:66][C:61]3=[N:60][CH:59]=2)=[O:57])[CH:54]=1)[NH2:48].